Dataset: Full USPTO retrosynthesis dataset with 1.9M reactions from patents (1976-2016). Task: Predict the reactants needed to synthesize the given product. (1) Given the product [CH2:22]([O:23][CH2:3][CH:2]1[O:15][CH2:1]1)[CH:17]1[O:18][CH2:16]1, predict the reactants needed to synthesize it. The reactants are: [CH2:1]([OH:15])[CH2:2][CH2:3]CCCCCCCCCCC.[CH2:16]1[O:18][CH2:17]1.C(C1[O:23][CH2:22]1)Cl.[Sn](Cl)(Cl)(Cl)Cl. (2) Given the product [CH:1]1([CH2:7][N:8]2[C:12]([C:13]3[S:14][C:15]4[N:16]=[CH:17][N:18]=[C:19]([NH2:32])[C:20]=4[N:21]=3)=[C:11]([C:24]3[CH:25]=[CH:26][CH:27]=[CH:28][CH:29]=3)[N:10]=[CH:9]2)[CH2:6][CH2:5][CH2:4][CH2:3][CH2:2]1, predict the reactants needed to synthesize it. The reactants are: [CH:1]1([CH2:7][N:8]2[C:12]([C:13]3[S:14][C:15]4[N:16]=[CH:17][N:18]=[C:19](SC)[C:20]=4[N:21]=3)=[C:11]([C:24]3[CH:29]=[CH:28][CH:27]=[CH:26][CH:25]=3)[N:10]=[CH:9]2)[CH2:6][CH2:5][CH2:4][CH2:3][CH2:2]1.C([N:32]1C(C2SC3N=CN=C(SC)C=3C=2)=C(C2C=CC=CC=2)N=C1)C.N. (3) The reactants are: [F:1][C:2]([F:12])([C:6]1[CH:11]=[CH:10][N:9]=[CH:8][N:7]=1)[C:3]([OH:5])=O.P(Cl)(Cl)(Cl)=O.Cl.[NH2:19][CH2:20][C:21]1[CH:29]=[C:28]2[C:24]([CH2:25][N:26]([CH:31]3[CH2:36][CH2:35][C:34](=[O:37])[NH:33][C:32]3=[O:38])[C:27]2=O)=[CH:23][CH:22]=1.C(=O)(O)[O-:40].[Na+]. Given the product [O:38]=[C:32]1[CH:31]([N:26]2[CH2:27][C:28]3[C:24](=[CH:23][CH:22]=[C:21]([CH2:20][NH:19][C:3](=[O:5])[C:2]([F:1])([F:12])[C:6]4[CH:11]=[CH:10][N:9]=[CH:8][N:7]=4)[CH:29]=3)[C:25]2=[O:40])[CH2:36][CH2:35][C:34](=[O:37])[NH:33]1, predict the reactants needed to synthesize it. (4) Given the product [CH3:35][N:36]([CH2:9][C:8]1[C:4]([CH:1]([CH3:2])[CH3:3])=[N:5][N:6]([C:11]2[CH:16]=[CH:15][N:14]=[C:13]([NH:17][C:18]3[C:19]([O:33][CH3:34])=[CH:20][C:21]([N:27]([CH2:29][CH2:30][O:31][CH3:32])[CH3:28])=[C:22]([NH:24][C:19](=[O:33])[CH:18]=[CH2:23])[CH:23]=3)[N:12]=2)[CH:7]=1)[CH3:37], predict the reactants needed to synthesize it. The reactants are: [CH:1]([C:4]1[C:8]([CH:9]=O)=[CH:7][N:6]([C:11]2[CH:16]=[CH:15][N:14]=[C:13]([NH:17][C:18]3[CH:23]=[C:22]([N+:24]([O-])=O)[C:21]([N:27]([CH2:29][CH2:30][O:31][CH3:32])[CH3:28])=[CH:20][C:19]=3[O:33][CH3:34])[N:12]=2)[N:5]=1)([CH3:3])[CH3:2].[CH3:35][NH:36][CH3:37]. (5) Given the product [CH3:25][N:22]1[C:23]([CH3:24])=[C:19]([C:15]2[CH:14]=[CH:13][CH:12]=[C:11]3[C:16]=2[CH2:17][CH2:18][C@H:9]([NH2:8])[CH2:10]3)[C:20]([CH3:26])=[N:21]1, predict the reactants needed to synthesize it. The reactants are: C([NH:8][C@H:9]1[CH2:18][CH2:17][C:16]2[C:11](=[CH:12][CH:13]=[CH:14][C:15]=2[C:19]2[C:20]([CH3:26])=[N:21][N:22]([CH3:25])[C:23]=2[CH3:24])[CH2:10]1)C1C=CC=CC=1.CO. (6) Given the product [OH:13][CH:8]([CH2:9][CH:10]([CH3:12])[CH3:11])[CH2:7][N+:4]([O-:6])=[O:5], predict the reactants needed to synthesize it. The reactants are: C[O-].[Na+].[N+:4]([CH3:7])([O-:6])=[O:5].[CH:8](=[O:13])[CH2:9][CH:10]([CH3:12])[CH3:11].O. (7) Given the product [Br:1][C:2]1[CH:11]=[C:6]([C:7]([O:9][CH3:10])=[O:8])[C:5]2[CH:12]=[CH:20][C:15](=[O:16])[O:14][C:4]=2[CH:3]=1, predict the reactants needed to synthesize it. The reactants are: [Br:1][C:2]1[CH:3]=[C:4]([OH:14])[C:5]([CH:12]=O)=[C:6]([CH:11]=1)[C:7]([O:9][CH3:10])=[O:8].[C:15]([CH:20]=P(C1C=CC=CC=1)(C1C=CC=CC=1)C1C=CC=CC=1)(OCC)=[O:16]. (8) The reactants are: [NH2:1][C:2]1[CH:3]=[C:4]([C:8]2[C:17]3[C:12](=[C:13]([C:18]([F:21])([F:20])[F:19])[CH:14]=[CH:15][CH:16]=3)[N:11]=[CH:10][C:9]=2[C:22]([C:24]2[CH:29]=[CH:28][CH:27]=[CH:26][CH:25]=2)=[O:23])[CH:5]=[CH:6][CH:7]=1.[O:30]=[C:31]1[NH:35][C:34](=[O:36])[C:33](=[CH:37][C:38]2[CH:45]=[CH:44][C:41]([CH:42]=O)=[CH:40][CH:39]=2)[S:32]1. Given the product [C:22]([C:9]1[CH:10]=[N:11][C:12]2[C:17]([C:8]=1[C:4]1[CH:3]=[C:2]([NH:1][CH2:42][C:41]3[CH:40]=[CH:39][C:38](/[CH:37]=[C:33]4/[C:34](=[O:36])[NH:35][C:31](=[O:30])[S:32]/4)=[CH:45][CH:44]=3)[CH:7]=[CH:6][CH:5]=1)=[CH:16][CH:15]=[CH:14][C:13]=2[C:18]([F:21])([F:19])[F:20])(=[O:23])[C:24]1[CH:25]=[CH:26][CH:27]=[CH:28][CH:29]=1, predict the reactants needed to synthesize it. (9) The reactants are: [NH2:1][C:2]1[N:7]=[CH:6][C:5]([C:8]2[CH:9]=[C:10]([NH2:19])[C:11]([NH:14][C:15]([CH3:18])([CH3:17])[CH3:16])=[CH:12][CH:13]=2)=[CH:4][N:3]=1.[CH:20]([C:22]1[CH:23]=[C:24]([CH:27]=[CH:28][C:29]=1[N:30]1[CH:34]=[N:33][CH:32]=[N:31]1)[C:25]#[N:26])=O.OOS([O-])=O.[K+].S([O-])([O-])(=O)=S.[Na+].[Na+]. Given the product [NH2:1][C:2]1[N:7]=[CH:6][C:5]([C:8]2[CH:13]=[CH:12][C:11]3[N:14]([C:15]([CH3:16])([CH3:18])[CH3:17])[C:20]([C:22]4[CH:23]=[C:24]([CH:27]=[CH:28][C:29]=4[N:30]4[CH:34]=[N:33][CH:32]=[N:31]4)[C:25]#[N:26])=[N:19][C:10]=3[CH:9]=2)=[CH:4][N:3]=1, predict the reactants needed to synthesize it. (10) Given the product [Br:1][C:2]1[CH2:7][CH2:6][CH2:5][CH2:4][C:3]=1[CH2:8][N:23]1[CH2:22][CH2:21][N:20]([C:17]2[CH:16]=[CH:15][C:14]([C:13]([O:12][CH2:10][CH3:11])=[O:26])=[CH:19][CH:18]=2)[CH2:25][CH2:24]1, predict the reactants needed to synthesize it. The reactants are: [Br:1][C:2]1[CH2:7][CH2:6][CH2:5][CH2:4][C:3]=1[CH:8]=O.[CH2:10]([O:12][C:13](=[O:26])[C:14]1[CH:19]=[CH:18][C:17]([N:20]2[CH2:25][CH2:24][NH:23][CH2:22][CH2:21]2)=[CH:16][CH:15]=1)[CH3:11].C(O)C.C([BH3-])#N.[Na+].